This data is from Full USPTO retrosynthesis dataset with 1.9M reactions from patents (1976-2016). The task is: Predict the reactants needed to synthesize the given product. (1) Given the product [CH:24]1([N:22]([CH3:23])[C:19]2[CH:20]=[CH:21][C:16]([C:7]3[CH:8]=[CH:9][CH:10]=[CH:11][C:6]=3[C:5]3[NH:4][N:3]=[N:2][N:1]=3)=[CH:17][C:18]=2[NH2:30])[CH2:29][CH2:28][CH2:27][CH2:26][CH2:25]1, predict the reactants needed to synthesize it. The reactants are: [NH:1]1[C:5]([C:6]2[CH:11]=[CH:10][CH:9]=[CH:8][C:7]=2B(O)O)=[N:4][N:3]=[N:2]1.Br[C:16]1[CH:17]=[C:18]([NH2:30])[C:19]([N:22]([CH:24]2[CH2:29][CH2:28][CH2:27][CH2:26][CH2:25]2)[CH3:23])=[CH:20][CH:21]=1.C(=O)([O-])[O-].[K+].[K+].B(O)O. (2) Given the product [CH3:53][C:38]1[C:37]2[C:41](=[CH:42][CH:43]=[CH:44][C:36]=2[NH:35][C:33]([C:30]2[N:27]3[CH:28]=[CH:29][C:24]([O:7][CH2:8][CH2:9][N:10]4[CH2:15][CH2:14][N:13]([C:16]([O:18][C:19]([CH3:22])([CH3:21])[CH3:20])=[O:17])[CH2:12][CH2:11]4)=[CH:25][C:26]3=[N:32][CH:31]=2)=[O:34])[N:40]([CH2:45][C:46]2[CH:51]=[CH:50][CH:49]=[C:48]([CH3:52])[N:47]=2)[N:39]=1, predict the reactants needed to synthesize it. The reactants are: CC(C)([O-])C.[K+].[OH:7][CH2:8][CH2:9][N:10]1[CH2:15][CH2:14][N:13]([C:16]([O:18][C:19]([CH3:22])([CH3:21])[CH3:20])=[O:17])[CH2:12][CH2:11]1.F[C:24]1[CH:29]=[CH:28][N:27]2[C:30]([C:33]([NH:35][C:36]3[CH:44]=[CH:43][CH:42]=[C:41]4[C:37]=3[C:38]([CH3:53])=[N:39][N:40]4[CH2:45][C:46]3[CH:51]=[CH:50][CH:49]=[C:48]([CH3:52])[N:47]=3)=[O:34])=[CH:31][N:32]=[C:26]2[CH:25]=1. (3) The reactants are: [Cl:1][S:2]([OH:5])(=O)=[O:3].CO[C:8]1[CH:12]=[CH:11][S:10][CH:9]=1. Given the product [S:10]1[CH:11]=[CH:12][CH:8]=[C:9]1[S:2]([Cl:1])(=[O:5])=[O:3], predict the reactants needed to synthesize it. (4) Given the product [NH2:30][C:29]1[C:13]2([CH2:18][CH2:17][CH2:16][N:15]([C:19]([O:21][CH2:22][C:23]3[CH:28]=[CH:27][CH:26]=[CH:25][CH:24]=3)=[O:20])[CH2:14]2)[O:12][C:10](=[O:11])[C:9]=1[C:5]1[CH:6]=[C:7]([Cl:8])[C:2]([Br:1])=[CH:3][C:4]=1[CH3:31], predict the reactants needed to synthesize it. The reactants are: [Br:1][C:2]1[C:7]([Cl:8])=[CH:6][C:5]([CH2:9][C:10]([O:12][C:13]2([C:29]#[N:30])[CH2:18][CH2:17][CH2:16][N:15]([C:19]([O:21][CH2:22][C:23]3[CH:28]=[CH:27][CH:26]=[CH:25][CH:24]=3)=[O:20])[CH2:14]2)=[O:11])=[C:4]([CH3:31])[CH:3]=1.C(N=P1(N(CC)CC)N(C)CCCN1C)(C)(C)C. (5) Given the product [C:1]12([CH3:22])[C:7]([CH3:9])([CH3:8])[CH:4]([CH2:5][CH2:6]1)[CH2:3][CH:2]2[O:10][C:11](=[O:21])[C:12]1[CH:18]=[CH:17][C:16]([NH:19][CH2:27][C:26]2[CH:29]=[C:30]([Cl:32])[CH:31]=[C:24]([Cl:23])[C:25]=2[OH:33])=[C:15]([Cl:20])[C:13]=1[OH:14], predict the reactants needed to synthesize it. The reactants are: [C:1]12([CH3:22])[C:7]([CH3:9])([CH3:8])[CH:4]([CH2:5][CH2:6]1)[CH2:3][CH:2]2[O:10][C:11](=[O:21])[C:12]1[C:13](=[C:15]([Cl:20])[C:16]([NH2:19])=[CH:17][CH:18]=1)[OH:14].[Cl:23][C:24]1[CH:31]=[C:30]([Cl:32])[CH:29]=[C:26]([CH:27]=O)[C:25]=1[OH:33].